Regression. Given a peptide amino acid sequence and an MHC pseudo amino acid sequence, predict their binding affinity value. This is MHC class I binding data. From a dataset of Peptide-MHC class I binding affinity with 185,985 pairs from IEDB/IMGT. (1) The peptide sequence is TVYVYSRVK. The MHC is HLA-A33:01 with pseudo-sequence HLA-A33:01. The binding affinity (normalized) is 0.355. (2) The peptide sequence is ILNRETLLDFV. The MHC is HLA-B51:01 with pseudo-sequence HLA-B51:01. The binding affinity (normalized) is 0.0847. (3) The peptide sequence is WMYRQQNPI. The MHC is Mamu-A11 with pseudo-sequence Mamu-A11. The binding affinity (normalized) is 0.793. (4) The peptide sequence is RAYAAMHLW. The MHC is HLA-B46:01 with pseudo-sequence HLA-B46:01. The binding affinity (normalized) is 0.0847. (5) The peptide sequence is VTPIDTIIMA. The MHC is Mamu-A01 with pseudo-sequence Mamu-A01. The binding affinity (normalized) is 0.629. (6) The peptide sequence is ISVNNVCHMY. The binding affinity (normalized) is 0. The MHC is HLA-A23:01 with pseudo-sequence HLA-A23:01. (7) The peptide sequence is RRDYRRGL. The MHC is HLA-B15:03 with pseudo-sequence HLA-B15:03. The binding affinity (normalized) is 0.588.